This data is from Drug-target binding data from BindingDB using IC50 measurements. The task is: Regression. Given a target protein amino acid sequence and a drug SMILES string, predict the binding affinity score between them. We predict pIC50 (pIC50 = -log10(IC50 in M); higher means more potent). Dataset: bindingdb_ic50. (1) The small molecule is C=CCOc1ccc(OCC(O)CN(C)Cc2c(C)nn(Cc3ccccc3Cl)c2C)cc1. The target protein (Q9QUK6) has sequence MMPPWLLARTLIMALFFSCLTPGSLNPCIEVVPNITYQCMDQKLSKVPDDIPSSTKNIDLSFNPLKILKSYSFSNFSELQWLDLSRCEIETIEDKAWHGLHHLSNLILTGNPIQSFSPGSFSGLTSLENLVAVETKLASLESFPIGQLITLKKLNVAHNFIHSCKLPAYFSNLTNLVHVDLSYNYIQTITVNDLQFLRENPQVNLSLDMSLNPIDFIQDQAFQGIKLHELTLRGNFNSSNIMKTCLQNLAGLHVHRLILGEFKDERNLEIFEPSIMEGLCDVTIDEFRLTYTNDFSDDIVKFHCLANVSAMSLAGVSIKYLEDVPKHFKWQSLSIIRCQLKQFPTLDLPFLKSLTLTMNKGSISFKKVALPSLSYLDLSRNALSFSGCCSYSDLGTNSLRHLDLSFNGAIIMSANFMGLEELQHLDFQHSTLKRVTEFSAFLSLEKLLYLDISYTNTKIDFDGIFLGLTSLNTLKMAGNSFKDNTLSNVFANTTNLTFLD.... The pIC50 is 4.3. (2) The drug is CC1(C)CN(Cc2ccccc2)CCC1Oc1ccc(S(=O)(=O)Nc2ncns2)cc1Cl. The target protein (P35498) has sequence MEQTVLVPPGPDSFNFFTRESLAAIERRIAEEKAKNPKPDKKDDDENGPKPNSDLEAGKNLPFIYGDIPPEMVSEPLEDLDPYYINKKTFIVLNKGKAIFRFSATSALYILTPFNPLRKIAIKILVHSLFSMLIMCTILTNCVFMTMSNPPDWTKNVEYTFTGIYTFESLIKIIARGFCLEDFTFLRDPWNWLDFTVITFAYVTEFVDLGNVSALRTFRVLRALKTISVIPGLKTIVGALIQSVKKLSDVMILTVFCLSVFALIGLQLFMGNLRNKCIQWPPTNASLEEHSIEKNITVNYNGTLINETVFEFDWKSYIQDSRYHYFLEGFLDALLCGNSSDAGQCPEGYMCVKAGRNPNYGYTSFDTFSWAFLSLFRLMTQDFWENLYQLTLRAAGKTYMIFFVLVIFLGSFYLINLILAVVAMAYEEQNQATLEEAEQKEAEFQQMIEQLKKQQEAAQQAATATASEHSREPSAAGRLSDSSSEASKLSSKSAKERRNR.... The pIC50 is 4.7. (3) The drug is N#CCCCn1cnc(N)c2nc(Sc3cc(Cl)ccc3Cl)nc1-2. The pIC50 is 4.5. The target protein (P14625) has sequence MRALWVLGLCCVLLTFGSVRADDEVDVDGTVEEDLGKSREGSRTDDEVVQREEEAIQLDGLNASQIRELREKSEKFAFQAEVNRMMKLIINSLYKNKEIFLRELISNASDALDKIRLISLTDENALSGNEELTVKIKCDKEKNLLHVTDTGVGMTREELVKNLGTIAKSGTSEFLNKMTEAQEDGQSTSELIGQFGVGFYSAFLVADKVIVTSKHNNDTQHIWESDSNEFSVIADPRGNTLGRGTTITLVLKEEASDYLELDTIKNLVKKYSQFINFPIYVWSSKTETVEEPMEEEEAAKEEKEESDDEAAVEEEEEEKKPKTKKVEKTVWDWELMNDIKPIWQRPSKEVEEDEYKAFYKSFSKESDDPMAYIHFTAEGEVTFKSILFVPTSAPRGLFDEYGSKKSDYIKLYVRRVFITDDFHDMMPKYLNFVKGVVDSDDLPLNVSRETLQQHKLLKVIRKKLVRKTLDMIKKIADDKYNDTFWKEFGTNIKLGVIEDH....